From a dataset of Forward reaction prediction with 1.9M reactions from USPTO patents (1976-2016). Predict the product of the given reaction. (1) Given the reactants O[C:2]1[CH:7]=[CH:6][C:5]([Cl:8])=[CH:4][C:3]=1[NH:9][C:10](=[O:21])[C:11]1[CH:16]=[C:15]([N+:17]([O-:19])=[O:18])[CH:14]=[CH:13][C:12]=1[F:20].O.C1(C)C=CC(S(O)(=O)=O)=CC=1, predict the reaction product. The product is: [N+:17]([C:15]1[CH:16]=[C:11]([C:10]2[O:21][C:2]3[CH:7]=[CH:6][C:5]([Cl:8])=[CH:4][C:3]=3[N:9]=2)[C:12]([F:20])=[CH:13][CH:14]=1)([O-:19])=[O:18]. (2) Given the reactants [CH3:1][NH:2][CH2:3][C:4]1[CH:9]=[CH:8][C:7]([C:10]([N:12]2[CH2:18][C:17]3([CH3:20])[CH2:19][CH:13]2[CH2:14][C:15]([CH3:22])([CH3:21])[CH2:16]3)=[O:11])=[CH:6][CH:5]=1.[C:23]([N:26]1[CH2:31][CH2:30][CH2:29][CH:28]([C:32](Cl)=[O:33])[CH2:27]1)(=[O:25])[CH3:24], predict the reaction product. The product is: [CH3:1][N:2]([CH2:3][C:4]1[CH:9]=[CH:8][C:7]([C:10]([N:12]2[CH2:18][C:17]3([CH3:20])[CH2:19][CH:13]2[CH2:14][C:15]([CH3:22])([CH3:21])[CH2:16]3)=[O:11])=[CH:6][CH:5]=1)[C:32]([CH:28]1[CH2:29][CH2:30][CH2:31][N:26]([C:23](=[O:25])[CH3:24])[CH2:27]1)=[O:33]. (3) The product is: [NH2:25][C:26]1[N:31]=[CH:30][C:29](/[CH:32]=[CH:33]/[C:34]([N:14]([CH3:13])[CH2:15][C:16]2[S:24][C:23]3[CH:22]=[CH:21][N:20]=[CH:19][C:18]=3[CH:17]=2)=[O:36])=[CH:28][CH:27]=1. Given the reactants CCN=C=NCCCN(C)C.Cl.[CH3:13][NH:14][CH2:15][C:16]1[S:24][C:23]2[CH:22]=[CH:21][N:20]=[CH:19][C:18]=2[CH:17]=1.[NH2:25][C:26]1[N:31]=[CH:30][C:29](/[CH:32]=[CH:33]/[C:34]([OH:36])=O)=[CH:28][CH:27]=1.C1C=CC2N(O)N=NC=2C=1.O.C(N(CC)CC)C, predict the reaction product. (4) Given the reactants [NH2:1][C:2]1[S:3][C:4]([C:17]2[CH:22]=[CH:21][CH:20]=[C:19]([F:23])[CH:18]=2)=[C:5]([C:7]([N:9]2[CH2:14][C@H:13]3[C@H:11]([CH2:12]3)[C@H:10]2[CH2:15][NH2:16])=[O:8])[N:6]=1.[CH3:24][C:25]1[C:29]([C:30](O)=[O:31])=[C:28]([CH3:33])[O:27][N:26]=1, predict the reaction product. The product is: [NH2:1][C:2]1[S:3][C:4]([C:17]2[CH:22]=[CH:21][CH:20]=[C:19]([F:23])[CH:18]=2)=[C:5]([C:7]([N:9]2[CH2:14][C@H:13]3[C@H:11]([CH2:12]3)[C@H:10]2[CH2:15][NH:16][C:30]([C:29]2[C:25]([CH3:24])=[N:26][O:27][C:28]=2[CH3:33])=[O:31])=[O:8])[N:6]=1. (5) Given the reactants [N:1]1[C:9]2[C:4](=[N:5][CH:6]=[CH:7][CH:8]=2)[N:3]([CH2:10][O:11][CH2:12][CH2:13][O:14]C(=O)C)[CH:2]=1.C[O-].[Na+], predict the reaction product. The product is: [N:1]1[C:9]2[C:4](=[N:5][CH:6]=[CH:7][CH:8]=2)[N:3]([CH2:10][O:11][CH2:12][CH2:13][OH:14])[CH:2]=1. (6) Given the reactants [O:1]1[C:5]2[CH:6]=[CH:7][C:8]([S:10]([Cl:13])(=[O:12])=[O:11])=[CH:9][C:4]=2[CH2:3][CH2:2]1.Cl.Cl.[CH2:16]1[C:26]2=[C:27]3[C:22](=[CH:23][CH:24]=[CH:25]2)[CH2:21][CH2:20][N:19]([CH2:28][CH2:29][CH2:30][NH2:31])[CH:18]3[CH2:17]1.CCN(C(C)C)C(C)C, predict the reaction product. The product is: [ClH:13].[CH2:16]1[C:26]2=[C:27]3[C:22](=[CH:23][CH:24]=[CH:25]2)[CH2:21][CH2:20][N:19]([CH2:28][CH2:29][CH2:30][NH:31][S:10]([C:8]2[CH:7]=[CH:6][C:5]4[O:1][CH2:2][CH2:3][C:4]=4[CH:9]=2)(=[O:12])=[O:11])[CH:18]3[CH2:17]1. (7) Given the reactants [CH3:1][O:2][Na].[C:4]([O:8][C:9]([N:11]1[CH2:16][CH2:15][C@@:14]([C:22]2[CH:27]=[CH:26][C:25]([CH2:28][O:29][CH2:30][CH2:31][O:32][CH3:33])=[CH:24][CH:23]=2)([O:17][CH2:18][C@H:19]2[CH2:21][O:20]2)[C@@H:13]([O:34][CH2:35][C:36]2[CH:37]=[CH:38][C:39]3[O:44][CH2:43][CH2:42][N:41]([CH2:45][CH2:46][CH2:47]OC)[C:40]=3[CH:50]=2)[CH2:12]1)=[O:10])([CH3:7])([CH3:6])[CH3:5].[CH3:51][OH:52], predict the reaction product. The product is: [C:4]([O:8][C:9]([N:11]1[CH2:16][CH2:15][C@:14]([O:17][CH2:18][C@H:19]([OH:20])[CH2:21][O:52][CH3:51])([C:22]2[CH:27]=[CH:26][C:25]([CH2:28][O:29][CH2:30][CH2:31][O:32][CH3:33])=[CH:24][CH:23]=2)[C@@H:13]([O:34][CH2:35][C:36]2[CH:37]=[CH:38][C:39]3[O:44][CH2:43][CH2:42][N:41]([CH2:45][CH2:46][CH2:47][O:2][CH3:1])[C:40]=3[CH:50]=2)[CH2:12]1)=[O:10])([CH3:6])([CH3:7])[CH3:5].